Regression. Given a peptide amino acid sequence and an MHC pseudo amino acid sequence, predict their binding affinity value. This is MHC class I binding data. From a dataset of Peptide-MHC class I binding affinity with 185,985 pairs from IEDB/IMGT. The peptide sequence is STSFYLISI. The MHC is HLA-A68:02 with pseudo-sequence HLA-A68:02. The binding affinity (normalized) is 0.666.